The task is: Regression/Classification. Given a drug SMILES string, predict its absorption, distribution, metabolism, or excretion properties. Task type varies by dataset: regression for continuous measurements (e.g., permeability, clearance, half-life) or binary classification for categorical outcomes (e.g., BBB penetration, CYP inhibition). Dataset: b3db_classification.. This data is from Blood-brain barrier permeability classification from the B3DB database. (1) The result is 1 (penetrates BBB). The compound is NC(=O)Nc1ccc(S(=O)(=O)c2ccc(N)cc2)cc1. (2) The drug is CCOC(=O)C1=C(C)NC(C)=C(C(=O)OCC)C1c1ccccc1C=CC(=O)OC(C)(C)C. The result is 0 (does not penetrate BBB). (3) The drug is CNC(=C[N+](=O)[O-])NCCSCc1ccc(CN(C)C)o1. The result is 0 (does not penetrate BBB).